From a dataset of Full USPTO retrosynthesis dataset with 1.9M reactions from patents (1976-2016). Predict the reactants needed to synthesize the given product. Given the product [CH2:1]([O:3][C:4](=[O:11])[CH:5]([O:13][C:14]1[CH:15]=[N:16][CH:17]=[CH:18][CH:19]=1)[CH2:6][CH2:7][CH2:8][CH3:9])[CH3:2], predict the reactants needed to synthesize it. The reactants are: [CH2:1]([O:3][C:4](=[O:11])[CH2:5][CH:6](Br)[CH2:7][CH2:8][CH3:9])[CH3:2].[Na].[OH:13][C:14]1[CH:15]=[N:16][CH:17]=[CH:18][CH:19]=1.